From a dataset of Catalyst prediction with 721,799 reactions and 888 catalyst types from USPTO. Predict which catalyst facilitates the given reaction. Reactant: [CH3:1][C:2]([O:5][C:6]([N:8]1[CH2:13][CH2:12][CH:11]([C:14](O)=[O:15])[CH2:10][CH2:9]1)=[O:7])([CH3:4])[CH3:3].B.O1CCCC1.CO.O. Product: [OH:15][CH2:14][CH:11]1[CH2:12][CH2:13][N:8]([C:6]([O:5][C:2]([CH3:4])([CH3:3])[CH3:1])=[O:7])[CH2:9][CH2:10]1. The catalyst class is: 7.